From a dataset of Catalyst prediction with 721,799 reactions and 888 catalyst types from USPTO. Predict which catalyst facilitates the given reaction. Reactant: [F:1][C:2]([F:12])([F:11])[C:3]1[CH:8]=[CH:7][C:6]([NH:9][NH2:10])=[CH:5][CH:4]=1.Cl.[C:14]([OH:18])(=[O:17])[CH:15]=O.C(OCC)(=O)C. Product: [F:1][C:2]([F:11])([F:12])[C:3]1[CH:4]=[CH:5][C:6]([NH:9][N:10]=[CH:15][C:14]([OH:18])=[O:17])=[CH:7][CH:8]=1. The catalyst class is: 6.